This data is from Reaction yield outcomes from USPTO patents with 853,638 reactions. The task is: Predict the reaction yield, written as a fraction of the theoretical maximum amount of product (1.0 means a 100% yield; for example, 0.34 means a 34% yield). (1) The yield is 0.700. The product is [CH3:1][O:2][C:3](=[O:12])[C:4]1[CH:9]=[CH:8][CH:7]=[C:6]([CH2:10][C:13]#[N:14])[CH:5]=1. The catalyst is O. The reactants are [CH3:1][O:2][C:3](=[O:12])[C:4]1[CH:9]=[CH:8][CH:7]=[C:6]([CH2:10]Br)[CH:5]=1.[C-:13]#[N:14].[Na+]. (2) The reactants are [O:1]1[CH:5]=[CH:4][CH:3]=[C:2]1[C:6](=[O:16])[CH2:7][C:8]1[CH:9]=[N:10][C:11]([O:14]C)=[CH:12][CH:13]=1.I[CH3:18]. The catalyst is CC(OC)(C)C. The product is [O:1]1[CH:5]=[CH:4][CH:3]=[C:2]1[C:6](=[O:16])[CH2:7][C:8]1[CH:13]=[CH:12][C:11](=[O:14])[N:10]([CH3:18])[CH:9]=1. The yield is 0.857. (3) The reactants are Br[C:2]1[C:3]([NH2:9])=[N:4][CH:5]=[C:6]([Br:8])[N:7]=1.[CH2:10]1[CH2:14]OC[CH2:11]1. The catalyst is [Cu]I.Cl[Pd](Cl)([P](C1C=CC=CC=1)(C1C=CC=CC=1)C1C=CC=CC=1)[P](C1C=CC=CC=1)(C1C=CC=CC=1)C1C=CC=CC=1. The product is [Br:8][C:6]1[N:7]=[C:2]([C:11]#[C:10][CH3:14])[C:3]([NH2:9])=[N:4][CH:5]=1. The yield is 0.840. (4) The reactants are [C:1]([O:5][C:6]([N:8]([C@H:16]1[CH2:24][CH2:23][CH2:22][C@H:21]([O:25][CH2:26][C:27]([CH3:29])=[CH2:28])[C@@H:20]([O:30][CH:31]=[CH:32][C:33](=[O:35])[CH3:34])[C@H:19]([CH3:36])[O:18][C:17]1=[O:37])[C:9](=[O:15])[O:10][C:11]([CH3:14])([CH3:13])[CH3:12])=[O:7])([CH3:4])([CH3:3])[CH3:2]. The catalyst is [Pd].CCOC(C)=O. The product is [C:11]([O:10][C:9]([N:8]([C@H:16]1[CH2:24][CH2:23][CH2:22][C@H:21]([O:25][CH2:26][CH:27]([CH3:28])[CH3:29])[C@@H:20]([O:30][CH2:31][CH2:32][C:33](=[O:35])[CH3:34])[C@H:19]([CH3:36])[O:18][C:17]1=[O:37])[C:6](=[O:7])[O:5][C:1]([CH3:2])([CH3:4])[CH3:3])=[O:15])([CH3:14])([CH3:13])[CH3:12]. The yield is 0.820.